Dataset: Forward reaction prediction with 1.9M reactions from USPTO patents (1976-2016). Task: Predict the product of the given reaction. (1) Given the reactants Cl[C:2]1[N:7]=[C:6]([O:8][C:9]2[C:14]3[N:15]=[C:16]([NH:18][C:19](=[O:21])[CH3:20])[S:17][C:13]=3[CH:12]=[CH:11][CH:10]=2)[CH:5]=[C:4]([C:22]2[CH:27]=[CH:26][C:25]([C:28]([F:31])([F:30])[F:29])=[CH:24][CH:23]=2)[N:3]=1.CC1(C)C(C)(C)OB([C:40]2[CH2:45][CH2:44][N:43](C(OC(C)(C)C)=O)[CH2:42][CH:41]=2)O1.C1C=CC(P(C2C=CC=CC=2)C2C=CC=CC=2)=CC=1.C([O-])([O-])=O.[Na+].[Na+], predict the reaction product. The product is: [NH:43]1[CH2:42][CH:41]=[C:40]([C:2]2[N:7]=[C:6]([O:8][C:9]3[C:14]4[N:15]=[C:16]([NH:18][C:19](=[O:21])[CH3:20])[S:17][C:13]=4[CH:12]=[CH:11][CH:10]=3)[CH:5]=[C:4]([C:22]3[CH:27]=[CH:26][C:25]([C:28]([F:31])([F:30])[F:29])=[CH:24][CH:23]=3)[N:3]=2)[CH2:45][CH2:44]1. (2) Given the reactants [NH2:1][C:2]1[CH:7]=[CH:6][C:5]([CH:8]2[CH2:13][CH2:12][N:11]([C:14]([O:16][C:17]([CH3:20])([CH3:19])[CH3:18])=[O:15])[CH2:10][CH2:9]2)=[CH:4][CH:3]=1.Br[C:22]1[C:23](=[O:30])[N:24]([CH3:29])[CH:25]=[C:26]([Br:28])[N:27]=1, predict the reaction product. The product is: [Br:28][C:26]1[N:27]=[C:22]([NH:1][C:2]2[CH:7]=[CH:6][C:5]([CH:8]3[CH2:9][CH2:10][N:11]([C:14]([O:16][C:17]([CH3:20])([CH3:19])[CH3:18])=[O:15])[CH2:12][CH2:13]3)=[CH:4][CH:3]=2)[C:23](=[O:30])[N:24]([CH3:29])[CH:25]=1. (3) Given the reactants C([O:3][C:4]([C:6]1[CH:7]=[N:8][C:9]2[C:14]([C:15]=1[NH:16][CH:17]1[CH2:22][CH2:21][N:20]([C:23]([O:25][C:26]([CH3:29])([CH3:28])[CH3:27])=[O:24])[CH2:19][CH2:18]1)=[CH:13][CH:12]=[CH:11][C:10]=2[O:30][CH3:31])=O)C.[N:32]([C:35]1[CH:43]=[CH:42][C:38]2[O:39][CH2:40][O:41][C:37]=2[CH:36]=1)=[C:33]=[O:34], predict the reaction product. The product is: [C:26]([O:25][C:23]([N:20]1[CH2:19][CH2:18][CH:17]([N:16]2[C:15]3[C:14]4[CH:13]=[CH:12][CH:11]=[C:10]([O:30][CH3:31])[C:9]=4[N:8]=[CH:7][C:6]=3[C:4](=[O:3])[N:32]([C:35]3[CH:43]=[CH:42][C:38]4[O:39][CH2:40][O:41][C:37]=4[CH:36]=3)[C:33]2=[O:34])[CH2:22][CH2:21]1)=[O:24])([CH3:29])([CH3:28])[CH3:27]. (4) Given the reactants [NH:1]1[C:5]2=[N:6][CH:7]=[CH:8][CH:9]=[C:4]2[CH:3]=[CH:2]1.[N:10]1([C:16]2[N:23]=[CH:22][CH:21]=[CH:20][C:17]=2[C:18]#[N:19])[CH2:15][CH2:14][NH:13][CH2:12][CH2:11]1.[C:24]([O-])(=O)C.[Na+].C=O, predict the reaction product. The product is: [NH:1]1[C:5]2=[N:6][CH:7]=[CH:8][CH:9]=[C:4]2[C:3]([CH2:24][N:13]2[CH2:12][CH2:11][N:10]([C:16]3[N:23]=[CH:22][CH:21]=[CH:20][C:17]=3[C:18]#[N:19])[CH2:15][CH2:14]2)=[CH:2]1. (5) Given the reactants C[O:2][C:3](=O)[CH:4]([CH3:28])[CH2:5][C:6]1[CH:27]=[CH:26][C:9]2[C:10]3[N:14]([CH2:15][CH2:16][O:17][C:8]=2[CH:7]=1)[CH:13]=[C:12]([C:18]1[N:19]([CH:23]([CH3:25])[CH3:24])[N:20]=[CH:21][N:22]=1)[N:11]=3.O.[OH-].[Li+].C[N:34](C(ON1N=NC2C=CC=NC1=2)=[N+](C)C)C.F[P-](F)(F)(F)(F)F.[Cl-].[NH4+].C(N(CC)CC)C, predict the reaction product. The product is: [CH:23]([N:19]1[C:18]([C:12]2[N:11]=[C:10]3[C:9]4[CH:26]=[CH:27][C:6]([CH2:5][CH:4]([CH3:28])[C:3]([NH2:34])=[O:2])=[CH:7][C:8]=4[O:17][CH2:16][CH2:15][N:14]3[CH:13]=2)=[N:22][CH:21]=[N:20]1)([CH3:25])[CH3:24]. (6) Given the reactants [CH2:1]([O:3][C:4]1[CH:5]=[C:6]([CH:20]=[CH:21][CH:22]=1)[CH2:7][NH:8][C:9]([C:11]1[C:12]2[CH:13]=[CH:14][NH:15][C:16]=2[CH:17]=[CH:18][CH:19]=1)=[O:10])[CH3:2].[NH2:23][C:24]1[N:29]=[C:28](Cl)[CH:27]=[CH:26][N:25]=1.NC1N=C(N2C3C(=C(NC(=O)CC4C=CC=C(OC)C=4)C=CC=3)C=C2)C=CN=1, predict the reaction product. The product is: [NH2:23][C:24]1[N:29]=[C:28]([N:15]2[C:16]3[CH:17]=[CH:18][CH:19]=[C:11]([C:9]([NH:8][CH2:7][C:6]4[CH:20]=[CH:21][CH:22]=[C:4]([O:3][CH2:1][CH3:2])[CH:5]=4)=[O:10])[C:12]=3[CH:13]=[CH:14]2)[CH:27]=[CH:26][N:25]=1. (7) Given the reactants [F:1][CH:2]([F:23])[CH2:3][O:4][C:5]1[CH:6]=[C:7]2[C:12](=[CH:13][CH:14]=1)[N:11]([CH:15]1[CH2:20][CH2:19][NH:18][CH2:17][CH2:16]1)[C:10](=[O:21])[NH:9][C:8]2=[O:22].[CH:24]([O-])=[O:25].[NH4+].O, predict the reaction product. The product is: [F:23][CH:2]([F:1])[CH2:3][O:4][C:5]1[CH:6]=[C:7]2[C:12](=[CH:13][CH:14]=1)[N:11]([CH:15]1[CH2:16][CH2:17][N:18]([CH:24]=[O:25])[CH2:19][CH2:20]1)[C:10](=[O:21])[NH:9][C:8]2=[O:22].